Dataset: Forward reaction prediction with 1.9M reactions from USPTO patents (1976-2016). Task: Predict the product of the given reaction. Given the reactants O[CH:2]1[CH2:7][NH:6][C:5](=[O:8])[N:4]2[C:9]3[N:15]=[CH:14][CH:13]=[CH:12][C:10]=3[CH:11]=[C:3]12.C(Cl)Cl, predict the reaction product. The product is: [N:15]1[C:9]2[N:4]3[C:5](=[O:8])[NH:6][CH:7]=[CH:2][C:3]3=[CH:11][C:10]=2[CH:12]=[CH:13][CH:14]=1.